This data is from Choline transporter screen with 302,306 compounds. The task is: Binary Classification. Given a drug SMILES string, predict its activity (active/inactive) in a high-throughput screening assay against a specified biological target. (1) The compound is Fc1c(CC(=O)NNC(=O)c2ccncc2)cccc1. The result is 0 (inactive). (2) The compound is s1c(C2=NN(CC2c2ccccc2)c2c(F)cccc2)ccc1. The result is 0 (inactive). (3) The molecule is O(C(=O)C1CCCN(C1)C(=O)COc1c(O)cccc1)CC. The result is 0 (inactive). (4) The drug is Brc1cc(C(=O)N(CC)CC)ccc1C. The result is 0 (inactive). (5) The molecule is S(=O)(=O)(Nc1c(c(ccc1)C)C)c1ccc(C(=O)N2CCCC2)cc1. The result is 0 (inactive). (6) The molecule is S(CC(=O)N1CCCC1)c1c(C(OCC(=O)N(C(C)C)Cc2ccccc2)=O)cccc1. The result is 0 (inactive). (7) The drug is S(CC(=O)N1CCN(CC1)CC=C)c1ccccc1. The result is 0 (inactive). (8) The compound is n1(nnnc1)c1cc(c(C(C)C)cc1)C. The result is 0 (inactive). (9) The drug is o1c(C(=O)N2C(Cc3c2cccc3)C)ccc1C. The result is 0 (inactive).